From a dataset of Catalyst prediction with 721,799 reactions and 888 catalyst types from USPTO. Predict which catalyst facilitates the given reaction. (1) Reactant: FC(F)(F)C(O)=O.COC1C=CC(C[O:15][C:16]2[CH:17]=[C:18]([CH3:24])[C:19]([CH:22]=[CH2:23])=[N:20][CH:21]=2)=CC=1. Product: [CH3:24][C:18]1[CH:17]=[C:16]([OH:15])[CH:21]=[N:20][C:19]=1[CH:22]=[CH2:23]. The catalyst class is: 520. (2) Reactant: C([O:3][C:4](=[O:23])[C:5]([CH3:22])([CH3:21])[CH2:6][CH2:7][CH2:8][S:9][CH2:10][S:11][CH2:12][CH2:13][CH2:14][C:15]([CH3:20])([CH3:19])[C:16]([OH:18])=[O:17])C.[OH-].[Na+]. Product: [CH3:21][C:5]([CH3:22])([CH2:6][CH2:7][CH2:8][S:9][CH2:10][S:11][CH2:12][CH2:13][CH2:14][C:15]([CH3:20])([CH3:19])[C:16]([OH:18])=[O:17])[C:4]([OH:23])=[O:3]. The catalyst class is: 40. (3) Reactant: [CH2:1]([N:3]1[C:11]2[C:6](=[CH:7][CH:8]=[CH:9][CH:10]=2)[C:5]2[CH:12]=[C:13]([CH:16]=O)[CH:14]=[N:15][C:4]1=2)[CH3:2].[NH2:18][C:19]1[CH:20]=[C:21]([CH:25]=[CH:26][C:27]=1[NH:28][CH2:29][CH:30]1[CH2:32][CH2:31]1)[C:22]([OH:24])=[O:23]. Product: [CH:30]1([CH2:29][N:28]2[C:27]3[CH:26]=[CH:25][C:21]([C:22]([OH:24])=[O:23])=[CH:20][C:19]=3[N:18]=[C:16]2[C:13]2[CH:14]=[N:15][C:4]3[N:3]([CH2:1][CH3:2])[C:11]4[C:6]([C:5]=3[CH:12]=2)=[CH:7][CH:8]=[CH:9][CH:10]=4)[CH2:31][CH2:32]1. The catalyst class is: 15. (4) Reactant: [C:1]([O-])([O-])=O.[K+].[K+].[OH:7][CH2:8][C:9]1[CH:14]=[CH:13][C:12]([CH2:15][CH2:16][CH:17]=O)=[CH:11][CH:10]=1.[N+](=C(P(=O)(OC)OC)C(=O)C)=[N-]. The catalyst class is: 191. Product: [CH2:15]([C:12]1[CH:13]=[CH:14][C:9]([CH2:8][OH:7])=[CH:10][CH:11]=1)[CH2:16][C:17]#[CH:1]. (5) Reactant: [Cl:1][C:2]1[CH:7]=[CH:6][C:5]([CH:8]2[C:15]3[C:14]([CH3:16])=[N:13][N:12]([CH:17]4[CH2:19][CH2:18]4)[C:11]=3[C:10](=[O:20])[NH:9]2)=[CH:4][CH:3]=1.I[C:22]1[CH:23]=[C:24]([CH3:30])[C:25](=[O:29])[N:26]([CH3:28])[CH:27]=1.P([O-])([O-])([O-])=O.[K+].[K+].[K+]. Product: [Cl:1][C:2]1[CH:7]=[CH:6][C:5]([CH:8]2[C:15]3[C:14]([CH3:16])=[N:13][N:12]([CH:17]4[CH2:19][CH2:18]4)[C:11]=3[C:10](=[O:20])[N:9]2[C:22]2[CH:23]=[C:24]([CH3:30])[C:25](=[O:29])[N:26]([CH3:28])[CH:27]=2)=[CH:4][CH:3]=1. The catalyst class is: 321. (6) Reactant: [Br:1][C:2]1[C:3]([F:22])=[CH:4][C:5]2[CH:11]3[CH2:12][CH:9]([CH2:10]3)[N:8]3[C:13]([CH:19]=O)=[C:14]([C:16]([NH2:18])=[O:17])[N:15]=[C:7]3[C:6]=2[CH:21]=1.C(O)(=O)C.Cl.[CH3:28][NH:29][CH3:30].C([BH3-])#N.[Na+]. Product: [Br:1][C:2]1[C:3]([F:22])=[CH:4][C:5]2[CH:11]3[CH2:12][CH:9]([CH2:10]3)[N:8]3[C:13]([CH2:19][N:29]([CH3:30])[CH3:28])=[C:14]([C:16]([NH2:18])=[O:17])[N:15]=[C:7]3[C:6]=2[CH:21]=1. The catalyst class is: 9.